Dataset: Full USPTO retrosynthesis dataset with 1.9M reactions from patents (1976-2016). Task: Predict the reactants needed to synthesize the given product. (1) Given the product [ClH:25].[Br:1][C:2]1[CH:3]=[C:4]2[C:12](=[CH:13][CH:14]=1)[NH:11][C:10]1[C@@H:9]([NH:15][CH:16]3[CH2:24][C:23]4[C:18](=[CH:19][CH:20]=[CH:21][CH:22]=4)[CH2:17]3)[CH2:8][CH2:7][CH2:6][C:5]2=1, predict the reactants needed to synthesize it. The reactants are: [Br:1][C:2]1[CH:3]=[C:4]2[C:12](=[CH:13][CH:14]=1)[NH:11][C:10]1[CH:9]([NH:15][CH:16]3[CH2:24][C:23]4[C:18](=[CH:19][CH:20]=[CH:21][CH:22]=4)[CH2:17]3)[CH2:8][CH2:7][CH2:6][C:5]2=1.[ClH:25]. (2) Given the product [C:1]([S:14]([NH:17][CH2:26][CH2:27][O:28][CH2:29][CH2:30][OH:31])(=[O:16])=[O:15])([C:4]([C:7]([C:10]([F:13])([F:11])[F:12])([F:9])[F:8])([F:6])[F:5])([F:3])[F:2], predict the reactants needed to synthesize it. The reactants are: [C:1]([S:14]([NH2:17])(=[O:16])=[O:15])([C:4]([C:7]([C:10]([F:13])([F:12])[F:11])([F:9])[F:8])([F:6])[F:5])([F:3])[F:2].C(N(CC)CC)C.Cl[CH2:26][CH2:27][O:28][CH2:29][CH2:30][OH:31].OS(O)(=O)=O.[Na+].[Cl-].P(=O)(O)(O)O. (3) Given the product [CH:1]1([NH:5][CH2:6][C:7]2[N:8]=[CH:9][C:10]([NH2:13])=[N:11][CH:12]=2)[CH2:2][CH2:3][CH2:4]1, predict the reactants needed to synthesize it. The reactants are: [CH:1]1([NH:5][CH2:6][C:7]2[N:8]=[CH:9][C:10]([NH:13]C(=O)OC(C)(C)C)=[N:11][CH:12]=2)[CH2:4][CH2:3][CH2:2]1.FC(F)(F)CO. (4) Given the product [NH2:22][C:19]1[N:20]=[CH:21][C:16]([C:8]2[C:7]([F:23])=[C:6]([C:11]([CH:12]3[CH2:15][CH2:14][CH2:13]3)=[CH:10][CH:9]=2)[O:5][CH2:4][CH:3]([OH:24])[CH2:2][NH:1][C:26]2[N:31]=[CH:30][CH:29]=[CH:28][N:27]=2)=[N:17][CH:18]=1, predict the reactants needed to synthesize it. The reactants are: [NH2:1][CH2:2][CH:3]([OH:24])[CH2:4][O:5][C:6]1[C:11]([CH:12]2[CH2:15][CH2:14][CH2:13]2)=[CH:10][CH:9]=[C:8]([C:16]2[CH:21]=[N:20][C:19]([NH2:22])=[CH:18][N:17]=2)[C:7]=1[F:23].Cl[C:26]1[N:31]=[CH:30][CH:29]=[CH:28][N:27]=1.C([O-])([O-])=O.[Cs+].[Cs+].CN(C=O)C. (5) The reactants are: [NH2:1][C:2]1[CH:7]=[C:6](Cl)[N:5]=[C:4]([Cl:9])[CH:3]=1.[Cl:10][C:11]1[CH:12]=[CH:13][C:14]([O:20][CH3:21])=[C:15](B(O)O)[CH:16]=1.[F-].[Cs+].C1(P(C2C=CC=CC=2)C2C=CC=CC=2)C=CC=CC=1. Given the product [Cl:9][C:4]1[CH:3]=[C:2]([NH2:1])[CH:7]=[C:6]([C:13]2[CH:12]=[C:11]([Cl:10])[CH:16]=[CH:15][C:14]=2[O:20][CH3:21])[N:5]=1, predict the reactants needed to synthesize it. (6) Given the product [CH3:25][C:23]1[CH:22]=[CH:21][N:20]=[C:19]([N:16]2[CH2:15][CH2:14][N:13]([S:10](/[CH:9]=[CH:30]/[C:29]([F:38])([F:28])[C:34]([F:37])([F:36])[F:35])(=[O:11])=[O:12])[CH2:18][CH2:17]2)[CH:24]=1, predict the reactants needed to synthesize it. The reactants are: C(OP([CH2:9][S:10]([N:13]1[CH2:18][CH2:17][N:16]([C:19]2[CH:24]=[C:23]([CH3:25])[CH:22]=[CH:21][N:20]=2)[CH2:15][CH2:14]1)(=[O:12])=[O:11])(OCC)=O)C.[H-].[Na+].[F:28][C:29]([F:38])([C:34]([F:37])([F:36])[F:35])[CH:30](OC)O. (7) The reactants are: [Cl:1][C:2]1[CH:9]=[C:8]([O:10]C)[C:5]([CH:6]=[O:7])=[C:4]([O:12][CH3:13])[CH:3]=1.C(Cl)Cl.B(Br)(Br)Br. Given the product [Cl:1][C:2]1[CH:3]=[C:4]([O:12][CH3:13])[C:5]([CH:6]=[O:7])=[C:8]([OH:10])[CH:9]=1, predict the reactants needed to synthesize it. (8) Given the product [Br:3][C:4]1[C:9]2[N:10]=[CH:11][N:12]=[CH:13][C:8]=2[C:7](=[O:14])[N:6]([CH3:17])[CH:5]=1, predict the reactants needed to synthesize it. The reactants are: [H-].[Na+].[Br:3][C:4]1[C:9]2[N:10]=[CH:11][N:12]=[CH:13][C:8]=2[C:7](=[O:14])[NH:6][CH:5]=1.CI.[CH3:17]C(=O)OCC. (9) Given the product [F:9][CH:10]([F:19])[O:11][C:12]1[CH:17]=[CH:16][C:15]([C:2]#[C:1][C:3]2[CH:8]=[CH:7][CH:6]=[CH:5][CH:4]=2)=[CH:14][CH:13]=1, predict the reactants needed to synthesize it. The reactants are: [C:1]([C:3]1[CH:8]=[CH:7][CH:6]=[CH:5][CH:4]=1)#[CH:2].[F:9][CH:10]([F:19])[O:11][C:12]1[CH:17]=[CH:16][C:15](I)=[CH:14][CH:13]=1.CN(C)C=O.C(N(CC)CC)C. (10) The reactants are: [H-].[Na+].[F:3][C:4]1[CH:9]=[C:8]([I:10])[CH:7]=[CH:6][C:5]=1[N:11]1[C:19]2[C:14](=[CH:15][N:16]([CH3:22])[C:17](=[O:21])[C:18]=2[CH3:20])[NH:13]C1=O.[Si]([O:31][CH2:32][CH2:33][C:34]1([S:37](Cl)(=[O:39])=[O:38])[CH2:36][CH2:35]1)(C(C)(C)C)(C)C. Given the product [OH:31][CH2:32][CH2:33][C:34]1([S:37]([NH:13][C:14]2[C:19]([NH:11][C:5]3[CH:6]=[CH:7][C:8]([I:10])=[CH:9][C:4]=3[F:3])=[C:18]([CH3:20])[C:17](=[O:21])[N:16]([CH3:22])[CH:15]=2)(=[O:39])=[O:38])[CH2:36][CH2:35]1, predict the reactants needed to synthesize it.